From a dataset of Retrosynthesis with 50K atom-mapped reactions and 10 reaction types from USPTO. Predict the reactants needed to synthesize the given product. (1) The reactants are: Cc1cc(Br)cc2c1C(=O)N(Cc1ccc(Cl)cc1)C2.[C-]#N. Given the product Cc1cc(C#N)cc2c1C(=O)N(Cc1ccc(Cl)cc1)C2, predict the reactants needed to synthesize it. (2) Given the product Cc1cc(NS(=O)(=O)c2cccc(Cl)c2)c2c(-c3ccc4cc[nH]c4c3)c(C)sc2n1, predict the reactants needed to synthesize it. The reactants are: Cc1cc(NS(=O)(=O)c2cccc(Cl)c2)c2c(Br)c(C)sc2n1.OB(O)c1ccc2cc[nH]c2c1. (3) Given the product C[C@@H](NC(=O)COc1ccc(C(F)(F)F)cc1)c1ccc(O)cn1, predict the reactants needed to synthesize it. The reactants are: C[C@@H](NC(=O)COc1ccc(C(F)(F)F)cc1)c1ccc(OCc2ccccc2)cn1. (4) Given the product NC(=O)c1cc(-c2ccccc2)sc1NC(N)=S, predict the reactants needed to synthesize it. The reactants are: C[Si](C)(C)N=C=S.NC(=O)c1cc(-c2ccccc2)sc1N. (5) Given the product CC(=O)N1CCC(S(=O)(=O)Nc2cc(C(=O)N3CCC(c4ccc(C#N)cc4)CC3)ccc2C)CC1, predict the reactants needed to synthesize it. The reactants are: CC(=O)Cl.Cc1ccc(C(=O)N2CCC(c3ccc(C#N)cc3)CC2)cc1NS(=O)(=O)C1CCNCC1. (6) Given the product O=C1Nc2ccc(C(=O)O)cc2C1=C1C=Cc2ccccc2N1, predict the reactants needed to synthesize it. The reactants are: CC(=O)OC(=O)c1ccc2c(c1)C(=C1C=Cc3ccccc3N1)C(=O)N2. (7) Given the product C=C(C)C(=O)OC1CCCCO1, predict the reactants needed to synthesize it. The reactants are: C1=COCCC1.C=C(C)C(=O)O.